Predict the reaction yield, written as a fraction of the theoretical maximum amount of product (1.0 means a 100% yield; for example, 0.34 means a 34% yield). From a dataset of Reaction yield outcomes from USPTO patents with 853,638 reactions. The reactants are [CH2:1]([S:8][C:9]1[CH:10]=[CH:11][C:12]([NH:22][CH:23]2[CH2:27][CH2:26][CH:25]([C:28]3[CH:33]=[CH:32][CH:31]=[C:30]([F:34])[CH:29]=3)[CH2:24]2)=[C:13](/[CH:15]=[CH:16]/[C:17](OCC)=[O:18])[CH:14]=1)[C:2]1[CH:7]=[CH:6][CH:5]=[CH:4][CH:3]=1.C[O-].[Na+]. The catalyst is CO. The product is [CH2:1]([S:8][C:9]1[CH:14]=[C:13]2[C:12](=[CH:11][CH:10]=1)[N:22]([CH:23]1[CH2:27][CH2:26][CH:25]([C:28]3[CH:33]=[CH:32][CH:31]=[C:30]([F:34])[CH:29]=3)[CH2:24]1)[C:17](=[O:18])[CH:16]=[CH:15]2)[C:2]1[CH:7]=[CH:6][CH:5]=[CH:4][CH:3]=1. The yield is 0.235.